From a dataset of Catalyst prediction with 721,799 reactions and 888 catalyst types from USPTO. Predict which catalyst facilitates the given reaction. (1) Product: [CH2:33]([C:32]1[N:8]=[C:6]([CH2:5][CH2:4][O:3][CH3:2])[NH:7][C:28](=[O:29])[C:27]=1[CH2:26][C:23]1[CH:22]=[CH:21][C:20]([C:15]2[C:14]([C:12]#[N:13])=[CH:19][CH:18]=[CH:17][CH:16]=2)=[CH:25][CH:24]=1)[CH2:34][CH2:35][CH3:36]. Reactant: Cl.[CH3:2][O:3][CH2:4][CH2:5][C:6](=[NH:8])[NH2:7].C[O-].[Na+].[C:12]([C:14]1[CH:19]=[CH:18][CH:17]=[CH:16][C:15]=1[C:20]1[CH:25]=[CH:24][C:23]([CH2:26][CH:27]([C:32](=O)[CH2:33][CH2:34][CH2:35][CH3:36])[C:28](OC)=[O:29])=[CH:22][CH:21]=1)#[N:13]. The catalyst class is: 5. (2) Reactant: [CH3:1][O:2][C:3](=[O:16])[CH:4]([NH2:15])[CH2:5][N:6]1[CH2:11][CH2:10][C:9]2[NH:12][N:13]=[CH:14][C:8]=2[CH2:7]1.[C:17](C1NC=CN=1)(C1NC=CN=1)=[O:18].[NH:29]1[CH2:34][CH2:33][CH:32]([N:35]2[CH2:44][C:43]3[C:38](=[CH:39][CH:40]=[CH:41][CH:42]=3)[NH:37][C:36]2=[O:45])[CH2:31][CH2:30]1. Product: [CH3:1][O:2][C:3](=[O:16])[CH:4]([NH:15][C:17]([N:29]1[CH2:30][CH2:31][CH:32]([N:35]2[CH2:44][C:43]3[C:38](=[CH:39][CH:40]=[CH:41][CH:42]=3)[NH:37][C:36]2=[O:45])[CH2:33][CH2:34]1)=[O:18])[CH2:5][N:6]1[CH2:11][CH2:10][C:9]2[NH:12][N:13]=[CH:14][C:8]=2[CH2:7]1. The catalyst class is: 2.